This data is from Reaction yield outcomes from USPTO patents with 853,638 reactions. The task is: Predict the reaction yield, written as a fraction of the theoretical maximum amount of product (1.0 means a 100% yield; for example, 0.34 means a 34% yield). (1) The reactants are [Cl:1][C:2]1[CH:3]=[C:4]([NH:9][C:10]2[C:19]3[C:14](=[CH:15][C:16]([O:39][CH3:40])=[C:17]([O:20][CH2:21][CH2:22][CH2:23][N:24]4[CH2:28][CH2:27][CH:26]5[CH2:29][N:30](C(OC(C)(C)C)=O)[CH2:31][CH:25]45)[CH:18]=3)[N:13]=[CH:12][N:11]=2)[CH:5]=[CH:6][C:7]=1[F:8].Cl. The catalyst is CCOC(C)=O. The product is [Cl:1][C:2]1[CH:3]=[C:4]([NH:9][C:10]2[C:19]3[C:14](=[CH:15][C:16]([O:39][CH3:40])=[C:17]([O:20][CH2:21][CH2:22][CH2:23][N:24]4[CH2:28][CH2:27][CH:26]5[CH2:29][NH:30][CH2:31][CH:25]45)[CH:18]=3)[N:13]=[CH:12][N:11]=2)[CH:5]=[CH:6][C:7]=1[F:8]. The yield is 0.640. (2) The reactants are [Cl-].O[NH3+:3].[C:4](=[O:7])([O-])[OH:5].[Na+].CS(C)=O.[CH2:13]([C:17]1[N:18]=[C:19]([CH3:52])[N:20]([CH2:39][C:40]([CH3:51])([CH3:50])[CH2:41][O:42][Si](C(C)(C)C)(C)C)[C:21](=[O:38])[C:22]=1[CH2:23][C:24]1[CH:29]=[CH:28][C:27]([C:30]2[C:31]([C:36]#[N:37])=[CH:32][CH:33]=[CH:34][CH:35]=2)=[CH:26][CH:25]=1)[CH2:14][CH2:15][CH3:16]. The catalyst is C(OCC)(=O)C. The product is [CH2:13]([C:17]1[N:18]=[C:19]([CH3:52])[N:20]([CH2:39][C:40]([CH3:50])([CH3:51])[CH2:41][OH:42])[C:21](=[O:38])[C:22]=1[CH2:23][C:24]1[CH:29]=[CH:28][C:27]([C:30]2[CH:35]=[CH:34][CH:33]=[CH:32][C:31]=2[C:36]2[NH:3][C:4](=[O:7])[O:5][N:37]=2)=[CH:26][CH:25]=1)[CH2:14][CH2:15][CH3:16]. The yield is 0.480. (3) The reactants are [Cl:1][C:2]1[CH:3]=[C:4]([CH:8]=[CH:9][C:10]=1[O:11][CH3:12])[C:5]([OH:7])=O.CCN=C=NCCCN(C)C.C1C=C2N=NN(O)C2=CC=1.O.[C:35]([NH2:44])([C:38]1[CH:43]=[CH:42][CH:41]=[CH:40][CH:39]=1)([CH3:37])[CH3:36]. The catalyst is CN(C=O)C.O. The product is [Cl:1][C:2]1[CH:3]=[C:4]([CH:8]=[CH:9][C:10]=1[O:11][CH3:12])[C:5]([NH:44][C:35]([CH3:37])([C:38]1[CH:43]=[CH:42][CH:41]=[CH:40][CH:39]=1)[CH3:36])=[O:7]. The yield is 0.970.